From a dataset of Reaction yield outcomes from USPTO patents with 853,638 reactions. Predict the reaction yield, written as a fraction of the theoretical maximum amount of product (1.0 means a 100% yield; for example, 0.34 means a 34% yield). (1) The reactants are CS(O)(=O)=O.O=P12OP3(OP(OP(O3)(O1)=O)(=O)O2)=O.[CH3:20][N:21]([CH:34]=[C:35]([C:41]([O:43][CH2:44][CH3:45])=[O:42])[C:36](OCC)=[O:37])[C:22]1[S:26][C:25]([CH2:27][N:28]2[CH2:33][CH2:32][O:31][CH2:30][CH2:29]2)=[N:24][CH:23]=1.C([O-])([O-])=O.[Na+].[Na+]. No catalyst specified. The product is [CH3:20][N:21]1[CH:34]=[C:35]([C:41]([O:43][CH2:44][CH3:45])=[O:42])[C:36](=[O:37])[C:23]2[N:24]=[C:25]([CH2:27][N:28]3[CH2:33][CH2:32][O:31][CH2:30][CH2:29]3)[S:26][C:22]1=2. The yield is 0.280. (2) The reactants are Cl[C:2]1[N:7]=[C:6]([S:8][C:9]2[CH:10]=[C:11]([NH:15][C:16](=[O:19])[CH:17]=[CH2:18])[CH:12]=[CH:13][CH:14]=2)[CH:5]=[CH:4][N:3]=1.[O:20]1[CH2:25][CH2:24][N:23]([C:26]2[CH:32]=[CH:31][C:29]([NH2:30])=[CH:28][CH:27]=2)[CH2:22][CH2:21]1. No catalyst specified. The product is [O:20]1[CH2:21][CH2:22][N:23]([C:26]2[CH:27]=[CH:28][C:29]([NH:30][C:2]3[N:7]=[C:6]([S:8][C:9]4[CH:10]=[C:11]([NH:15][C:16](=[O:19])[CH:17]=[CH2:18])[CH:12]=[CH:13][CH:14]=4)[CH:5]=[CH:4][N:3]=3)=[CH:31][CH:32]=2)[CH2:24][CH2:25]1. The yield is 0.430. (3) The reactants are [CH2:1]1[C:6]2([CH2:11][CH2:10][CH2:9][CH:8]=[CH:7]2)[CH2:5][CH2:4][CH2:3][C:2]1=[O:12].[OH:13][CH2:14][CH2:15]O. The catalyst is C1(C)C=CC=CC=1. The product is [O:12]1[C:2]2([CH2:3][CH2:4][CH2:5][C:6]3([CH2:11][CH2:10][CH2:9][CH:8]=[CH:7]3)[CH2:1]2)[O:13][CH2:14][CH2:15]1. The yield is 0.950. (4) The reactants are [CH3:1][C:2]1([CH3:21])[CH:6]([C:7]2[CH:12]=[CH:11][CH:10]=[CH:9][CH:8]=2)[C:5]2[C:13]([CH3:20])=[C:14]([NH2:19])[C:15]([CH3:18])=[C:16]([CH3:17])[C:4]=2[O:3]1.[CH3:22][O:23][C:24]1[CH:32]=[CH:31][C:27]([C:28](Cl)=[O:29])=[CH:26][CH:25]=1.C(N(CC)CC)C. The catalyst is C(Cl)(Cl)Cl. The product is [CH3:22][O:23][C:24]1[CH:32]=[CH:31][C:27]([C:28]([NH:19][C:14]2[C:15]([CH3:18])=[C:16]([CH3:17])[C:4]3[O:3][C:2]([CH3:21])([CH3:1])[CH:6]([C:7]4[CH:8]=[CH:9][CH:10]=[CH:11][CH:12]=4)[C:5]=3[C:13]=2[CH3:20])=[O:29])=[CH:26][CH:25]=1. The yield is 0.720. (5) The reactants are [Br:1][C:2]1[CH:3]=[C:4]([CH2:8][NH2:9])[CH:5]=[N:6][CH:7]=1.[CH:10]1([CH:15]=O)[CH2:14][CH2:13][CH2:12][CH2:11]1.[BH3-]C#N.[Na+]. The catalyst is CO. The product is [Br:1][C:2]1[CH:3]=[C:4]([CH2:8][NH:9][CH2:15][CH:10]2[CH2:14][CH2:13][CH2:12][CH2:11]2)[CH:5]=[N:6][CH:7]=1. The yield is 0.793.